This data is from Reaction yield outcomes from USPTO patents with 853,638 reactions. The task is: Predict the reaction yield, written as a fraction of the theoretical maximum amount of product (1.0 means a 100% yield; for example, 0.34 means a 34% yield). (1) The reactants are [CH:1]1([CH2:6][OH:7])[CH2:5][CH2:4][CH2:3][CH2:2]1.F[C:9]1[CH:14]=[CH:13][CH:12]=[CH:11][C:10]=1[N+:15]([O-:17])=[O:16].[CH:18]1([CH2:23][O:24][C:25]2[CH:31]=[CH:30][CH:29]=[CH:28][C:26]=2[NH2:27])[CH2:22][CH2:21][CH2:20][CH2:19]1.[NH2:32][C:33]1[S:34][CH:35]=[CH:36][N:37]=1. No catalyst specified. The product is [CH:1]1([CH2:6][O:7][C:9]2[CH:14]=[CH:13][CH:12]=[CH:11][C:10]=2[N+:15]([O-:17])=[O:16])[CH2:5][CH2:4][CH2:3][CH2:2]1.[CH:18]1([CH2:23][O:24][C:25]2[CH:31]=[CH:30][CH:29]=[CH:28][C:26]=2[NH:27][C:6]([NH:32][C:33]2[S:34][CH:35]=[CH:36][N:37]=2)=[O:7])[CH2:19][CH2:20][CH2:21][CH2:22]1. The yield is 0.800. (2) The reactants are Br[C:2]1[CH:7]=[CH:6][N:5]=[C:4]2[N:8]([Si:11]([CH:18]([CH3:20])[CH3:19])([CH:15]([CH3:17])[CH3:16])[CH:12]([CH3:14])[CH3:13])[CH:9]=[CH:10][C:3]=12.C([Li])(C)(C)C.[F:26]N(S(C1C=CC=CC=1)(=O)=O)S(C1C=CC=CC=1)(=O)=O. The catalyst is C1COCC1. The product is [F:26][C:2]1[CH:7]=[CH:6][N:5]=[C:4]2[N:8]([Si:11]([CH:18]([CH3:20])[CH3:19])([CH:15]([CH3:17])[CH3:16])[CH:12]([CH3:14])[CH3:13])[CH:9]=[CH:10][C:3]=12. The yield is 0.870. (3) The reactants are [H-].[Na+].[CH:3]1[C:16]2[N:15]([CH2:17][C:18]3[S:22][C:21]([C:23]4[CH:28]=[C:27]([Cl:29])[C:26]([OH:30])=[C:25]([Cl:31])[CH:24]=4)=[N:20][N:19]=3)[C:14]3[C:9](=[CH:10][CH:11]=[CH:12][CH:13]=3)[S:8][C:7]=2[CH:6]=[CH:5][CH:4]=1.C([O:36][C:37](=[O:40])[CH2:38]Br)(C)(C)C.O. The catalyst is CN(C=O)C. The product is [CH:13]1[C:14]2[N:15]([CH2:17][C:18]3[S:22][C:21]([C:23]4[CH:24]=[C:25]([Cl:31])[C:26]([O:30][CH2:38][C:37]([OH:40])=[O:36])=[C:27]([Cl:29])[CH:28]=4)=[N:20][N:19]=3)[C:16]3[C:7](=[CH:6][CH:5]=[CH:4][CH:3]=3)[S:8][C:9]=2[CH:10]=[CH:11][CH:12]=1. The yield is 0.620. (4) The reactants are [F:1][C:2]1[CH:7]=[C:6]([N+:8]([O-:10])=[O:9])[CH:5]=[CH:4][C:3]=1[OH:11].[H-].[Na+].[NH2:14][C:15]1[CH:20]=[C:19](Cl)[N:18]=[CH:17][N:16]=1.[OH-].[Na+]. The catalyst is CS(C)=O. The product is [F:1][C:2]1[CH:7]=[C:6]([N+:8]([O-:10])=[O:9])[CH:5]=[CH:4][C:3]=1[O:11][C:19]1[N:18]=[CH:17][N:16]=[C:15]([NH2:14])[CH:20]=1. The yield is 0.160. (5) The reactants are [I:1][C:2]1[CH:3]=[C:4]([N+:28]([O-])=O)[C:5]([NH:8][CH2:9][C:10]2[CH:15]=[CH:14][C:13]([O:16][CH2:17][C:18]3[CH:19]=[N:20][C:21]([O:24][CH3:25])=[CH:22][CH:23]=3)=[C:12]([O:26][CH3:27])[CH:11]=2)=[N:6][CH:7]=1. The catalyst is C(O)(=O)C.C(OCC)(=O)C.[Fe]. The product is [I:1][C:2]1[CH:3]=[C:4]([NH2:28])[C:5]([NH:8][CH2:9][C:10]2[CH:15]=[CH:14][C:13]([O:16][CH2:17][C:18]3[CH:19]=[N:20][C:21]([O:24][CH3:25])=[CH:22][CH:23]=3)=[C:12]([O:26][CH3:27])[CH:11]=2)=[N:6][CH:7]=1. The yield is 0.840.